From a dataset of Full USPTO retrosynthesis dataset with 1.9M reactions from patents (1976-2016). Predict the reactants needed to synthesize the given product. Given the product [Br:1][C:2]1[CH:10]=[C:9]2[C:5]([CH2:6][C:7](=[N:19][OH:18])[C:8]2=[O:11])=[CH:4][C:3]=1[O:12][CH3:13], predict the reactants needed to synthesize it. The reactants are: [Br:1][C:2]1[CH:10]=[C:9]2[C:5]([CH2:6][CH2:7][C:8]2=[O:11])=[CH:4][C:3]=1[O:12][CH3:13].C([O:18][N:19]=O)CCC.